From a dataset of Forward reaction prediction with 1.9M reactions from USPTO patents (1976-2016). Predict the product of the given reaction. Given the reactants [Cl:1][C:2]1[CH:7]=[CH:6][C:5]([C:8]([C:14]2[CH:19]=[CH:18][C:17]([Cl:20])=[CH:16][CH:15]=2)([OH:13])[CH2:9][CH2:10][CH2:11]O)=[CH:4][CH:3]=1.[C:21](OC)(=O)[CH2:22]CCCC.ClC1C=CC([Mg]Br)=CC=1, predict the reaction product. The product is: [Cl:1][C:2]1[CH:7]=[CH:6][C:5]([C:8]([C:14]2[CH:19]=[CH:18][C:17]([Cl:20])=[CH:16][CH:15]=2)([OH:13])[CH2:9][CH2:10][CH2:11][CH2:21][CH3:22])=[CH:4][CH:3]=1.